Task: Regression. Given a peptide amino acid sequence and an MHC pseudo amino acid sequence, predict their binding affinity value. This is MHC class I binding data.. Dataset: Peptide-MHC class I binding affinity with 185,985 pairs from IEDB/IMGT The MHC is HLA-A02:03 with pseudo-sequence HLA-A02:03. The peptide sequence is CLTVPNITI. The binding affinity (normalized) is 0.601.